The task is: Predict the product of the given reaction.. This data is from Forward reaction prediction with 1.9M reactions from USPTO patents (1976-2016). Given the reactants [CH3:1][N:2]([CH2:13][C:14]1[N:15]=[C:16]2[CH:21]=[CH:20][CH:19]=[C:18]([N:22]3[CH2:27][CH2:26][N:25]([CH3:28])[CH2:24][CH2:23]3)[N:17]2[CH:29]=1)[C@@H:3]1[C:12]2[N:11]=[CH:10][CH:9]=[CH:8][C:7]=2[CH2:6][CH2:5][CH2:4]1.[CH3:30][NH:31][CH3:32].[CH2:33]=O, predict the reaction product. The product is: [CH3:30][N:31]([CH2:33][C:29]1[N:17]2[C:18]([N:22]3[CH2:23][CH2:24][N:25]([CH3:28])[CH2:26][CH2:27]3)=[CH:19][CH:20]=[CH:21][C:16]2=[N:15][C:14]=1[CH2:13][N:2]([CH3:1])[C@@H:3]1[C:12]2[N:11]=[CH:10][CH:9]=[CH:8][C:7]=2[CH2:6][CH2:5][CH2:4]1)[CH3:32].